This data is from Catalyst prediction with 721,799 reactions and 888 catalyst types from USPTO. The task is: Predict which catalyst facilitates the given reaction. (1) Reactant: [NH:1]1[CH:5]=[CH:4][N:3]=[C:2]1[CH:6]=[O:7].I[CH2:9][CH2:10][O:11][CH2:12][O:13][CH3:14].[H-].[Na+]. Product: [CH3:14][O:13][CH2:12][O:11][CH2:10][CH2:9][N:1]1[CH:5]=[CH:4][N:3]=[C:2]1[CH:6]=[O:7]. The catalyst class is: 3. (2) Reactant: [CH3:1][CH:2]([N:19]1[CH2:24][C@@H:23]2[CH2:25][C@H:20]1[CH2:21][N:22]2[CH2:26][C:27]1[CH:36]=[CH:35][C:30]([C:31]([O:33]C)=[O:32])=[CH:29][CH:28]=1)[C:3](=[O:18])[NH:4][C:5]1[CH:10]=[CH:9][C:8]([O:11][C:12]2[CH:17]=[CH:16][CH:15]=[CH:14][CH:13]=2)=[CH:7][CH:6]=1. Product: [CH3:1][CH:2]([N:19]1[CH2:24][C@@H:23]2[CH2:25][C@H:20]1[CH2:21][N:22]2[CH2:26][C:27]1[CH:28]=[CH:29][C:30]([C:31]([OH:33])=[O:32])=[CH:35][CH:36]=1)[C:3](=[O:18])[NH:4][C:5]1[CH:6]=[CH:7][C:8]([O:11][C:12]2[CH:13]=[CH:14][CH:15]=[CH:16][CH:17]=2)=[CH:9][CH:10]=1. The catalyst class is: 562. (3) Reactant: Br[CH2:2][CH:3]([OH:7])[CH2:4][CH2:5]Br.[CH2:8]([C:16]1[CH:22]=[CH:21][C:19]([NH2:20])=[CH:18][CH:17]=1)[CH2:9][CH2:10][CH2:11][CH2:12][CH2:13][CH2:14][CH3:15].C(=O)([O-])[O-].[K+].[K+].O. Product: [CH2:8]([C:16]1[CH:17]=[CH:18][C:19]([N:20]2[CH2:5][CH2:4][CH:3]([OH:7])[CH2:2]2)=[CH:21][CH:22]=1)[CH2:9][CH2:10][CH2:11][CH2:12][CH2:13][CH2:14][CH3:15]. The catalyst class is: 25. (4) Reactant: [CH3:1][C:2]1([CH3:33])[CH2:11][CH:10]=[C:9]([C:12]2[CH:17]=[C:16]([CH3:18])[CH:15]=[C:14]([CH3:19])[CH:13]=2)[C:8]2[CH:7]=[C:6]([C:20]#[C:21][C:22]3[CH:32]=[CH:31][C:25]([C:26]([O:28]CC)=[O:27])=[CH:24][CH:23]=3)[CH:5]=[CH:4][C:3]1=2.[OH-].[Na+].Cl. Product: [CH3:1][C:2]1([CH3:33])[CH2:11][CH:10]=[C:9]([C:12]2[CH:13]=[C:14]([CH3:19])[CH:15]=[C:16]([CH3:18])[CH:17]=2)[C:8]2[CH:7]=[C:6]([C:20]#[C:21][C:22]3[CH:23]=[CH:24][C:25]([C:26]([OH:28])=[O:27])=[CH:31][CH:32]=3)[CH:5]=[CH:4][C:3]1=2. The catalyst class is: 301. (5) The catalyst class is: 541. Product: [NH2:1][C:4]1[CH:12]=[C:11]2[C:7]([CH2:8][N:9]([CH2:14][CH2:15][C:16]3[CH:21]=[CH:20][CH:19]=[CH:18][N:17]=3)[C:10]2=[O:13])=[CH:6][CH:5]=1. Reactant: [N+:1]([C:4]1[CH:12]=[C:11]2[C:7]([CH2:8][N:9]([CH2:14][CH2:15][C:16]3[CH:21]=[CH:20][CH:19]=[CH:18][N:17]=3)[C:10]2=[O:13])=[CH:6][CH:5]=1)([O-])=O.[H][H]. (6) Reactant: CN(C)/[CH:3]=[CH:4]/[C:5]([C:7]1[CH:8]=[N:9][N:10]([C:12]2[CH:13]=[N:14][CH:15]=[CH:16][CH:17]=2)[CH:11]=1)=O.C[O-].[Na+].[F:22][C:23]([F:31])([C:27]([F:30])([F:29])[F:28])[C:24]([NH2:26])=[NH:25]. Product: [F:22][C:23]([F:31])([C:24]1[N:26]=[C:5]([C:7]2[CH:8]=[N:9][N:10]([C:12]3[CH:13]=[N:14][CH:15]=[CH:16][CH:17]=3)[CH:11]=2)[CH:4]=[CH:3][N:25]=1)[C:27]([F:30])([F:29])[F:28]. The catalyst class is: 5.